Regression. Given a peptide amino acid sequence and an MHC pseudo amino acid sequence, predict their binding affinity value. This is MHC class I binding data. From a dataset of Peptide-MHC class I binding affinity with 185,985 pairs from IEDB/IMGT. The peptide sequence is FPTSCHMF. The MHC is HLA-A29:02 with pseudo-sequence HLA-A29:02. The binding affinity (normalized) is 0.